This data is from Catalyst prediction with 721,799 reactions and 888 catalyst types from USPTO. The task is: Predict which catalyst facilitates the given reaction. (1) Reactant: O1[C:5]2([CH2:10][CH2:9][CH:8]([NH2:11])[CH2:7][CH2:6]2)OCC1.[Br:12]Br.[NH2:14][C:15]([NH2:17])=[S:16]. Product: [BrH:12].[BrH:12].[S:16]1[C:10]2[CH2:9][CH:8]([NH2:11])[CH2:7][CH2:6][C:5]=2[N:14]=[C:15]1[NH2:17]. The catalyst class is: 201. (2) The catalyst class is: 7. Reactant: [CH3:1][CH:2]([CH3:18])[CH2:3][CH2:4][N:5]1[C:10]2[CH:11]=[CH:12][CH:13]=[C:14]([Br:15])[C:9]=2[C:8](=[O:16])O[C:6]1=[O:17].[O:19]=[S:20]1(=[O:36])[C:25]2[CH:26]=[CH:27][CH:28]=[CH:29][C:24]=2[N:23]=[C:22]([CH2:30]C(OCC)=O)[NH:21]1.[H-].[Na+].C(O)(=O)C. Product: [O:36]=[S:20]1(=[O:19])[C:25]2[CH:26]=[CH:27][CH:28]=[CH:29][C:24]=2[N:23]=[C:22]([C:30]2[C:6](=[O:17])[N:5]([CH2:4][CH2:3][CH:2]([CH3:1])[CH3:18])[C:10]3[C:9]([C:8]=2[OH:16])=[C:14]([Br:15])[CH:13]=[CH:12][CH:11]=3)[NH:21]1. (3) Reactant: CC(C)([O-])C.[Na+].Cl.Cl.[NH2:9][C:10]1[CH:11]=[N:12][N:13]([CH2:15][C:16]([OH:18])=[O:17])[CH:14]=1.Cl[C:20]1[CH:25]=[C:24]([NH:26][C:27]2[CH:36]=[CH:35][CH:34]=[CH:33][C:28]=2[C:29]([NH:31][CH3:32])=[O:30])[C:23]([F:37])=[CH:22][N:21]=1.CC1(C)C2C=CC=C(P(C3C=CC=CC=3)C3C=CC=CC=3)C=2OC2C1=CC=CC=2P(C1C=CC=CC=1)C1C=CC=CC=1. Product: [F:37][C:23]1[C:24]([NH:26][C:27]2[CH:36]=[CH:35][CH:34]=[CH:33][C:28]=2[C:29](=[O:30])[NH:31][CH3:32])=[CH:25][C:20]([NH:9][C:10]2[CH:11]=[N:12][N:13]([CH2:15][C:16]([OH:18])=[O:17])[CH:14]=2)=[N:21][CH:22]=1. The catalyst class is: 62.